Dataset: Catalyst prediction with 721,799 reactions and 888 catalyst types from USPTO. Task: Predict which catalyst facilitates the given reaction. (1) Reactant: Br[C:2]1[CH:30]=[CH:29][C:5]2[N:6]([C:10]([C:23]3[CH:28]=[CH:27][CH:26]=[CH:25][CH:24]=3)([C:17]3[CH:22]=[CH:21][CH:20]=[CH:19][CH:18]=3)[C:11]3[CH:16]=[CH:15][CH:14]=[CH:13][CH:12]=3)[C:7](=[O:9])[O:8][C:4]=2[CH:3]=1.C([O-])([O-])=O.[Cs+].[Cs+].[C:37]([O:41][C:42]([N:44]1[CH2:48][CH2:47][CH:46]([SH:49])[CH2:45]1)=[O:43])([CH3:40])([CH3:39])[CH3:38]. Product: [C:37]([O:41][C:42]([N:44]1[CH2:48][CH2:47][CH:46]([S:49][C:2]2[CH:30]=[CH:29][C:5]3[N:6]([C:10]([C:23]4[CH:28]=[CH:27][CH:26]=[CH:25][CH:24]=4)([C:17]4[CH:22]=[CH:21][CH:20]=[CH:19][CH:18]=4)[C:11]4[CH:16]=[CH:15][CH:14]=[CH:13][CH:12]=4)[C:7](=[O:9])[O:8][C:4]=3[CH:3]=2)[CH2:45]1)=[O:43])([CH3:40])([CH3:38])[CH3:39]. The catalyst class is: 11. (2) Reactant: [F:1][C:2]1[CH:7]=[C:6]([O:8][C@H:9]2[CH2:13][CH2:12][CH2:11][C@@H:10]2[C:14]2[N:18]([CH3:19])[N:17]=[CH:16][CH:15]=2)[CH:5]=[C:4]([F:20])[C:3]=1[S:21]([N:24](CC1C=CC(OC)=CC=1OC)C(=O)OC(C)(C)C)(=[O:23])=[O:22].C([SiH](CC)CC)C.FC(F)(F)C(O)=O. Product: [F:20][C:4]1[CH:5]=[C:6]([O:8][C@H:9]2[CH2:13][CH2:12][CH2:11][C@@H:10]2[C:14]2[N:18]([CH3:19])[N:17]=[CH:16][CH:15]=2)[CH:7]=[C:2]([F:1])[C:3]=1[S:21]([NH2:24])(=[O:23])=[O:22]. The catalyst class is: 4. (3) Reactant: C(OC([N:8]1[CH2:13][CH2:12][CH:11]([C:14](=[O:26])[N:15]([C:18]2[CH:23]=[CH:22][C:21]([Cl:24])=[C:20]([Cl:25])[CH:19]=2)[CH2:16][CH3:17])[CH2:10][CH2:9]1)=O)(C)(C)C.[F:27][C:28]([F:33])([F:32])[C:29]([OH:31])=[O:30]. Product: [F:27][C:28]([F:33])([F:32])[C:29]([OH:31])=[O:30].[Cl:25][C:20]1[CH:19]=[C:18]([N:15]([CH2:16][CH3:17])[C:14]([CH:11]2[CH2:10][CH2:9][NH:8][CH2:13][CH2:12]2)=[O:26])[CH:23]=[CH:22][C:21]=1[Cl:24]. The catalyst class is: 2. (4) Reactant: [CH3:1][CH:2]([O:4][C:5]1[CH:11]=[CH:10][C:8]([NH2:9])=[CH:7][CH:6]=1)[CH3:3].[N:12]([O-])=O.[Na+].[Cl:16][Sn]Cl.O. Product: [ClH:16].[CH:2]([O:4][C:5]1[CH:11]=[CH:10][C:8]([NH:9][NH2:12])=[CH:7][CH:6]=1)([CH3:1])[CH3:3]. The catalyst class is: 126. (5) Reactant: [H-].[Na+].CS(O[CH2:8][CH2:9][CH2:10][C:11]1[NH:12][C:13]2[CH:14]=[CH:15][C:16]([N+:24]([O-:26])=[O:25])=[C:17]([C:20]([O:22][CH3:23])=[O:21])[C:18]=2[CH:19]=1)(=O)=O. Product: [N+:24]([C:16]1[CH:15]=[CH:14][C:13]2[N:12]3[CH2:8][CH2:9][CH2:10][C:11]3=[CH:19][C:18]=2[C:17]=1[C:20]([O:22][CH3:23])=[O:21])([O-:26])=[O:25]. The catalyst class is: 39. (6) Reactant: Cl[C:2]1[N:10]=[C:9]2[C:5]([N:6]=[CH:7][N:8]2[CH:11]([CH2:14][CH3:15])[CH2:12][CH3:13])=[CH:4][N:3]=1.CC1C=CC(S(O)(=O)=O)=CC=1.[NH2:27][C:28]1[CH:33]=[CH:32][C:31]([N:34]2[CH2:39][CH2:38][N:37]([C:40](=[O:42])[CH3:41])[CH2:36][CH2:35]2)=[CH:30][CH:29]=1. Product: [CH2:12]([CH:11]([N:8]1[CH:7]=[N:6][C:5]2[C:9]1=[N:10][C:2]([NH:27][C:28]1[CH:29]=[CH:30][C:31]([N:34]3[CH2:35][CH2:36][N:37]([C:40](=[O:42])[CH3:41])[CH2:38][CH2:39]3)=[CH:32][CH:33]=1)=[N:3][CH:4]=2)[CH2:14][CH3:15])[CH3:13]. The catalyst class is: 31. (7) Reactant: [C:1]([O:9][CH:10]1[CH2:18][CH:13]2[O:14][C:15](=[O:17])[CH2:16][CH:12]2[CH:11]1[CH:19]=[CH:20][CH:21]([OH:31])[CH2:22][O:23][C:24]1[CH:29]=[CH:28][CH:27]=[C:26]([Cl:30])[CH:25]=1)(=[O:8])[C:2]1[CH:7]=[CH:6][CH:5]=[CH:4][CH:3]=1. Product: [C:1]([O:9][CH:10]1[CH2:18][CH:13]2[O:14][C:15](=[O:17])[CH2:16][CH:12]2[CH:11]1[CH2:19][CH2:20][CH:21]([OH:31])[CH2:22][O:23][C:24]1[CH:29]=[CH:28][CH:27]=[C:26]([Cl:30])[CH:25]=1)(=[O:8])[C:2]1[CH:3]=[CH:4][CH:5]=[CH:6][CH:7]=1. The catalyst class is: 78. (8) The catalyst class is: 49. Reactant: I[C:2]1[CH:3]=[C:4]([CH:10]=[CH:11][CH:12]=1)[C:5]([O:7][CH2:8][CH3:9])=[O:6].C([Mg]Cl)(C)C.C([Cu])#N.[Li+].[Cl-].[CH:23]1([C:26](Cl)=[O:27])[CH2:25][CH2:24]1. Product: [CH:23]1([C:26]([C:2]2[CH:3]=[C:4]([CH:10]=[CH:11][CH:12]=2)[C:5]([O:7][CH2:8][CH3:9])=[O:6])=[O:27])[CH2:25][CH2:24]1. (9) Reactant: [CH3:1][O:2][C:3]1[S:4][C:5]([C:8]([OH:10])=O)=[CH:6][N:7]=1.Cl.[NH2:12][C@H:13]([CH2:20][C:21]1[CH:26]=[CH:25][C:24]([C:27]2[CH:32]=[CH:31][CH:30]=[C:29]([Cl:33])[CH:28]=2)=[CH:23][CH:22]=1)[CH2:14][C:15]([O:17][CH2:18][CH3:19])=[O:16].CN(C(ON1N=NC2C=CC=NC1=2)=[N+](C)C)C.F[P-](F)(F)(F)(F)F.Cl. Product: [Cl:33][C:29]1[CH:28]=[C:27]([C:24]2[CH:25]=[CH:26][C:21]([CH2:20][C@@H:13]([NH:12][C:8]([C:5]3[S:4][C:3]([O:2][CH3:1])=[N:7][CH:6]=3)=[O:10])[CH2:14][C:15]([O:17][CH2:18][CH3:19])=[O:16])=[CH:22][CH:23]=2)[CH:32]=[CH:31][CH:30]=1. The catalyst class is: 303.